From a dataset of Peptide-MHC class II binding affinity with 134,281 pairs from IEDB. Regression. Given a peptide amino acid sequence and an MHC pseudo amino acid sequence, predict their binding affinity value. This is MHC class II binding data. (1) The peptide sequence is NFRFLTEKGMKNVFD. The MHC is HLA-DPA10201-DPB10101 with pseudo-sequence HLA-DPA10201-DPB10101. The binding affinity (normalized) is 0.296. (2) The peptide sequence is KSYVKSKLKLLKGSE. The MHC is DRB1_0405 with pseudo-sequence DRB1_0405. The binding affinity (normalized) is 0.541. (3) The MHC is DRB1_0401 with pseudo-sequence DRB1_0401. The peptide sequence is GTLHDKKSMGDDHFW. The binding affinity (normalized) is 0. (4) The peptide sequence is GPKEPFRDYVDRFYKTLR. The MHC is HLA-DPA10201-DPB10101 with pseudo-sequence HLA-DPA10201-DPB10101. The binding affinity (normalized) is 0.394.